From a dataset of Forward reaction prediction with 1.9M reactions from USPTO patents (1976-2016). Predict the product of the given reaction. (1) Given the reactants [C:1]([O:5][C:6]([C:8]1([NH:18][C:19]([O:21][CH2:22][CH:23]([CH3:25])[CH3:24])=[O:20])[CH2:17][CH2:16][C:15]2[C:10](=[CH:11][CH:12]=[CH:13][CH:14]=2)[CH2:9]1)=[O:7])([CH3:4])([CH3:3])[CH3:2].[CH3:26]I.[H-].[Na+], predict the reaction product. The product is: [C:1]([O:5][C:6]([C:8]1([N:18]([C:19]([O:21][CH2:22][CH:23]([CH3:25])[CH3:24])=[O:20])[CH3:26])[CH2:17][CH2:16][C:15]2[C:10](=[CH:11][CH:12]=[CH:13][CH:14]=2)[CH2:9]1)=[O:7])([CH3:4])([CH3:3])[CH3:2]. (2) The product is: [CH3:37][O:36][C:34](=[O:35])[CH2:33][O:23][C:20]1[CH:19]=[CH:18][C:17]([C:13]2[CH:12]=[C:11]3[C:16](=[CH:15][CH:14]=2)[N:8]([CH2:1][C:2]2[CH:3]=[CH:4][CH:5]=[CH:6][CH:7]=2)[C:9]([CH3:25])=[C:10]3[CH3:24])=[CH:22][CH:21]=1. Given the reactants [CH2:1]([N:8]1[C:16]2[C:11](=[CH:12][C:13]([C:17]3[CH:22]=[CH:21][C:20]([OH:23])=[CH:19][CH:18]=3)=[CH:14][CH:15]=2)[C:10]([CH3:24])=[C:9]1[CH3:25])[C:2]1[CH:7]=[CH:6][CH:5]=[CH:4][CH:3]=1.C([O-])([O-])=O.[K+].[K+].Br[CH2:33][C:34]([O:36][CH3:37])=[O:35], predict the reaction product. (3) Given the reactants [Br:1][C:2]1[CH:3]=[CH:4][C:5]([C:9]2[N:13]([C:14]3[CH:19]=[CH:18][CH:17]=[CH:16][CH:15]=3)[C:12]3[CH:20]=[CH:21][CH:22]=[CH:23][C:11]=3[N:10]=2)=[C:6]([OH:8])[CH:7]=1.C(=O)([O-])[O-].[K+].[K+].[CH2:30](Br)[C:31]1[CH:36]=[CH:35][CH:34]=[CH:33][CH:32]=1.CC(C)=O, predict the reaction product. The product is: [CH2:30]([O:8][C:6]1[CH:7]=[C:2]([Br:1])[CH:3]=[CH:4][C:5]=1[C:9]1[N:13]([C:14]2[CH:19]=[CH:18][CH:17]=[CH:16][CH:15]=2)[C:12]2[CH:20]=[CH:21][CH:22]=[CH:23][C:11]=2[N:10]=1)[C:31]1[CH:36]=[CH:35][CH:34]=[CH:33][CH:32]=1. (4) Given the reactants Cl.[CH:2]([N:5]1[C:13]2[C:8](=[CH:9][C:10]([C:14]3[O:18][N:17]=[C:16]([C:19]4[C:20]([CH3:29])=[C:21]5[C:26](=[CH:27][CH:28]=4)[CH2:25][NH:24][CH2:23][CH2:22]5)[N:15]=3)=[CH:11][CH:12]=2)[CH:7]=[N:6]1)([CH3:4])[CH3:3].[C:30]([O:34][C:35]([CH3:38])([CH3:37])[CH3:36])(=[O:33])[CH:31]=[CH2:32], predict the reaction product. The product is: [C:35]([O:34][C:30](=[O:33])[CH2:31][CH2:32][N:24]1[CH2:23][CH2:22][C:21]2[C:26](=[CH:27][CH:28]=[C:19]([C:16]3[N:15]=[C:14]([C:10]4[CH:9]=[C:8]5[C:13](=[CH:12][CH:11]=4)[N:5]([CH:2]([CH3:4])[CH3:3])[N:6]=[CH:7]5)[O:18][N:17]=3)[C:20]=2[CH3:29])[CH2:25]1)([CH3:38])([CH3:37])[CH3:36]. (5) Given the reactants [Cl:1][C:2]1[CH:10]=[C:9]2[C:5]([C:6]([C:12]3[N:13]=[C:14]4[C:20]([C:21](O)=[O:22])=[CH:19][N:18]([CH2:24][O:25][CH2:26][CH2:27][Si:28]([CH3:31])([CH3:30])[CH3:29])[C:15]4=[N:16][CH:17]=3)=[N:7][N:8]2[CH3:11])=[CH:4][CH:3]=1.F[B-](F)(F)F.[N:37]1(OC(N(C)C)=[N+](C)C)[C:41]2[CH:42]=CC=C[C:40]=2N=N1.C(N(CC)C(C)C)(C)C.C(N)(C)C, predict the reaction product. The product is: [CH:41]([NH:37][C:21]([C:20]1[C:14]2[C:15](=[N:16][CH:17]=[C:12]([C:6]3[C:5]4[C:9](=[CH:10][C:2]([Cl:1])=[CH:3][CH:4]=4)[N:8]([CH3:11])[N:7]=3)[N:13]=2)[N:18]([CH2:24][O:25][CH2:26][CH2:27][Si:28]([CH3:31])([CH3:30])[CH3:29])[CH:19]=1)=[O:22])([CH3:42])[CH3:40]. (6) Given the reactants [NH:1]1[C:9]2[C:4](=[CH:5][CH:6]=[CH:7][CH:8]=2)[C:3]([CH2:10][CH2:11][NH2:12])=[CH:2]1.[C:13](O[C:13]([O:15][C:16]([CH3:19])([CH3:18])[CH3:17])=[O:14])([O:15][C:16]([CH3:19])([CH3:18])[CH3:17])=[O:14], predict the reaction product. The product is: [C:16]([O:15][C:13](=[O:14])[NH:12][CH2:11][CH2:10][C:3]1[C:4]2[C:9](=[CH:8][CH:7]=[CH:6][CH:5]=2)[NH:1][CH:2]=1)([CH3:19])([CH3:18])[CH3:17]. (7) Given the reactants ClCCl.N1C=[CH:8][CH:7]=[C:6]([C:10]2[N:11]=[C:12]([SH:15])[NH:13][N:14]=2)[CH:5]=1.I[CH3:17].[CH2:18]([N:20](CC)CC)C, predict the reaction product. The product is: [CH3:17][S:15][C:12]1[NH:13][N:14]=[C:10]([C:6]2[CH:5]=[CH:18][N:20]=[CH:8][CH:7]=2)[N:11]=1.